This data is from Reaction yield outcomes from USPTO patents with 853,638 reactions. The task is: Predict the reaction yield, written as a fraction of the theoretical maximum amount of product (1.0 means a 100% yield; for example, 0.34 means a 34% yield). (1) The reactants are [F:1][C:2]([F:7])([F:6])[C:3]([OH:5])=[O:4].C(OC([N:15]1[CH2:19][CH2:18][CH:17]([C:20]2[CH:25]=[CH:24][C:23]([O:26][CH2:27][C:28]3[CH:33]=[CH:32][CH:31]=[CH:30][CH:29]=3)=[CH:22][C:21]=2[O:34][CH2:35][C:36]2[CH:41]=[CH:40][CH:39]=[CH:38][CH:37]=2)[CH2:16]1)=O)(C)(C)C. The catalyst is ClCCl. The product is [F:1][C:2]([F:7])([F:6])[C:3]([O-:5])=[O:4].[CH2:35]([O:34][C:21]1[CH:22]=[C:23]([O:26][CH2:27][C:28]2[CH:29]=[CH:30][CH:31]=[CH:32][CH:33]=2)[CH:24]=[CH:25][C:20]=1[CH:17]1[CH2:18][CH2:19][NH2+:15][CH2:16]1)[C:36]1[CH:37]=[CH:38][CH:39]=[CH:40][CH:41]=1. The yield is 0.760. (2) The product is [NH2:14][C:7]1[CH:6]=[C:5]([C:1]([CH3:4])([CH3:2])[CH3:3])[NH:9][C:8]=1[C:10]([O:12][CH3:13])=[O:11]. The reactants are [C:1]([C:5]1[NH:9][C:8]([C:10]([O:12][CH3:13])=[O:11])=[C:7]([N+:14]([O-])=O)[CH:6]=1)([CH3:4])([CH3:3])[CH3:2]. The catalyst is CO.[Pd]. The yield is 1.00. (3) The reactants are [CH3:1][O:2][C:3]1[C:9]([CH2:10][CH2:11][N:12]2[CH2:17][CH2:16][N:15]([C:18]3[CH:27]=[CH:26][CH:25]=[C:24]4[C:19]=3[CH:20]=[CH:21][C:22]([CH3:28])=[N:23]4)[CH2:14][CH2:13]2)=[CH:8][CH:7]=[CH:6][C:4]=1[NH2:5].[CH3:29][S:30]([Cl:33])(=[O:32])=[O:31]. No catalyst specified. The product is [ClH:33].[ClH:33].[CH3:1][O:2][C:3]1[C:9]([CH2:10][CH2:11][N:12]2[CH2:13][CH2:14][N:15]([C:18]3[CH:27]=[CH:26][CH:25]=[C:24]4[C:19]=3[CH:20]=[CH:21][C:22]([CH3:28])=[N:23]4)[CH2:16][CH2:17]2)=[CH:8][CH:7]=[CH:6][C:4]=1[NH:5][S:30]([CH3:29])(=[O:32])=[O:31]. The yield is 0.720. (4) The reactants are C(OC([N:8]([CH2:13][C:14]1[CH:15]=[C:16]([CH:46]=[CH:47][C:48]=1[O:49][CH2:50][CH2:51][N:52]1[CH2:57][CH2:56][O:55][CH2:54][CH2:53]1)[C:17]([O:19][C@H:20]([C:31]1[CH:36]=[CH:35][C:34]([O:37][CH:38]([F:40])[F:39])=[C:33]([O:41][CH2:42][CH:43]2[CH2:45][CH2:44]2)[CH:32]=1)[CH2:21][C:22]1[C:27]([Cl:28])=[CH:26][N+:25]([O-:29])=[CH:24][C:23]=1[Cl:30])=[O:18])[S:9]([CH3:12])(=[O:11])=[O:10])=O)(C)(C)C.O1CCOCC1.C([O-])(O)=O.[Na+]. The catalyst is C(Cl)Cl.Cl. The product is [Cl:28][C:27]1[CH:26]=[N+:25]([O-:29])[CH:24]=[C:23]([Cl:30])[C:22]=1[CH2:21][C@@H:20]([C:31]1[CH:36]=[CH:35][C:34]([O:37][CH:38]([F:39])[F:40])=[C:33]([O:41][CH2:42][CH:43]2[CH2:45][CH2:44]2)[CH:32]=1)[O:19][C:17](=[O:18])[C:16]1[CH:46]=[CH:47][C:48]([O:49][CH2:50][CH2:51][N:52]2[CH2:57][CH2:56][O:55][CH2:54][CH2:53]2)=[C:14]([CH2:13][NH:8][S:9]([CH3:12])(=[O:10])=[O:11])[CH:15]=1. The yield is 0.590.